The task is: Binary Classification. Given a T-cell receptor sequence (or CDR3 region) and an epitope sequence, predict whether binding occurs between them.. This data is from TCR-epitope binding with 47,182 pairs between 192 epitopes and 23,139 TCRs. (1) The epitope is ISPRTLNAW. The TCR CDR3 sequence is CASSHDRSPSYEQYF. Result: 0 (the TCR does not bind to the epitope). (2) The epitope is IVTDFSVIK. The TCR CDR3 sequence is CASSHSTGVDTEAFF. Result: 0 (the TCR does not bind to the epitope). (3) The epitope is FVDGVPFVV. The TCR CDR3 sequence is CAIRTGWRVEQFF. Result: 1 (the TCR binds to the epitope).